This data is from Ames mutagenicity test results for genotoxicity prediction. The task is: Regression/Classification. Given a drug SMILES string, predict its toxicity properties. Task type varies by dataset: regression for continuous values (e.g., LD50, hERG inhibition percentage) or binary classification for toxic/non-toxic outcomes (e.g., AMES mutagenicity, cardiotoxicity, hepatotoxicity). Dataset: ames. (1) The drug is [N-]=[N+]=Nc1ccc(F)c([N+](=O)[O-])c1. The result is 1 (mutagenic). (2) The molecule is COc1cc2nc3cc(N)c(OC)cc3nc2cc1N. The result is 1 (mutagenic).